From a dataset of Full USPTO retrosynthesis dataset with 1.9M reactions from patents (1976-2016). Predict the reactants needed to synthesize the given product. (1) Given the product [OH:15][CH:13]([C:3]1[O:4][C:5](=[O:12])[C:6]2[C:11]([C:2]=1[C:20]1[CH:21]=[N:22][C:17]([CH3:16])=[CH:18][CH:19]=1)=[CH:10][CH:9]=[CH:8][CH:7]=2)[CH3:14], predict the reactants needed to synthesize it. The reactants are: Br[C:2]1[C:11]2[C:6](=[CH:7][CH:8]=[CH:9][CH:10]=2)[C:5](=[O:12])[O:4][C:3]=1[CH:13]([OH:15])[CH3:14].[CH3:16][C:17]1[N:22]=[CH:21][C:20](B(O)O)=[CH:19][CH:18]=1.C([O-])([O-])=O.[Cs+].[Cs+]. (2) Given the product [Cl:1][CH2:2][CH2:3][CH2:4][O:5][C:6]1[CH:11]=[CH:10][CH:9]=[C:8]([CH2:12][S:13]([C:16]2[C:25]3[C:20](=[CH:21][CH:22]=[CH:23][CH:24]=3)[CH:19]=[CH:18][CH:17]=2)(=[O:15])=[O:14])[C:7]=1[NH2:26], predict the reactants needed to synthesize it. The reactants are: [Cl:1][CH2:2][CH2:3][CH2:4][O:5][C:6]1[C:7]([N+:26]([O-])=O)=[C:8]([CH2:12][S:13]([C:16]2[C:25]3[C:20](=[CH:21][CH:22]=[CH:23][CH:24]=3)[CH:19]=[CH:18][CH:17]=2)(=[O:15])=[O:14])[CH:9]=[CH:10][CH:11]=1.C(O)=O. (3) Given the product [CH3:1][O:2][C:3](=[O:23])[C:4]1[CH:9]=[C:8]([C:6]2[CH:5]=[C:4]([CH3:9])[CH:3]([CH2:37][C:36]3[CH:35]=[CH:34][CH:33]=[CH:32][N:31]=3)[C:47](=[O:50])[CH:7]=2)[CH:7]=[C:6]([N+:19]([O-:21])=[O:20])[C:5]=1[NH2:22], predict the reactants needed to synthesize it. The reactants are: [CH3:1][O:2][C:3](=[O:23])[C:4]1[CH:9]=[C:8](B2OC(C)(C)C(C)(C)O2)[CH:7]=[C:6]([N+:19]([O-:21])=[O:20])[C:5]=1[NH2:22].CC1C([N:31]2[C:36]([CH3:37])=[CH:35][C:34](OS(C(F)(F)F)(=O)=O)=[CH:33][C:32]2=O)=NC=CC=1.[C:47](=[O:50])([O-])[O-].[Na+].[Na+]. (4) Given the product [Cl:25][C:26]1[CH:31]=[CH:30][C:29]([CH2:32][S:33]([NH:36][C:22]([CH:19]2[CH2:20][CH2:21][N:16]([C:4]3[C:3]([C:1]#[N:2])=[CH:8][C:7]([C:9]([O:11][CH:12]([CH3:14])[CH3:13])=[O:10])=[C:6]([CH3:15])[N:5]=3)[CH2:17][CH2:18]2)=[O:24])(=[O:34])=[O:35])=[CH:28][CH:27]=1, predict the reactants needed to synthesize it. The reactants are: [C:1]([C:3]1[C:4]([N:16]2[CH2:21][CH2:20][CH:19]([C:22]([OH:24])=O)[CH2:18][CH2:17]2)=[N:5][C:6]([CH3:15])=[C:7]([C:9]([O:11][CH:12]([CH3:14])[CH3:13])=[O:10])[CH:8]=1)#[N:2].[Cl:25][C:26]1[CH:31]=[CH:30][C:29]([CH2:32][S:33]([NH2:36])(=[O:35])=[O:34])=[CH:28][CH:27]=1.C1C=CC2N(O)N=NC=2C=1.CCN=C=NCCCN(C)C.CCN(C(C)C)C(C)C.OS([O-])(=O)=O.[K+]. (5) Given the product [OH:16][C:14]1[C:28]2[C:23](=[CH:24][CH:25]=[CH:26][CH:27]=2)[C:6]([CH2:18][CH2:19][CH:20]([CH3:21])[CH3:22])([CH2:1][CH2:2][CH:3]([CH3:5])[CH3:4])[C:7](=[O:8])[C:9]=1[C:10]([O:12][CH3:13])=[O:11], predict the reactants needed to synthesize it. The reactants are: [CH2:1]([C:6]([C:23]1[CH:28]=[CH:27][CH:26]=[CH:25][CH:24]=1)([CH2:18][CH2:19][CH:20]([CH3:22])[CH3:21])[C:7]([CH:9]([C:14]([O:16]C)=O)[C:10]([O:12][CH3:13])=[O:11])=[O:8])[CH2:2][CH:3]([CH3:5])[CH3:4].C1(C(CCC)(CCC)C(C(C(OCC)=O)C(OCC)=O)=O)C=CC=CC=1. (6) The reactants are: [CH2:1]([O:3][C:4](=[O:18])[CH2:5][CH:6]1[O:10][B:9]([OH:11])[C:8]2[CH:12]=[C:13]([OH:17])[CH:14]=[C:15]([CH3:16])[C:7]1=2)[CH3:2].[H-].[Na+].Br[CH2:22][C:23]([NH2:25])=[O:24]. Given the product [CH2:1]([O:3][C:4](=[O:18])[CH2:5][CH:6]1[O:10][B:9]([OH:11])[C:8]2[CH:12]=[C:13]([O:17][CH2:22][C:23](=[O:24])[NH2:25])[CH:14]=[C:15]([CH3:16])[C:7]1=2)[CH3:2], predict the reactants needed to synthesize it. (7) The reactants are: Cl[C:2]1[N:22]=[C:5]2[C:6]([C:10]3[CH:15]=[C:14]([Cl:16])[CH:13]=[CH:12][C:11]=3[O:17][CH2:18][CH:19]([F:21])[F:20])=[CH:7][CH:8]=[CH:9][N:4]2[N:3]=1.[C:23]([O:27][C:28]([N:30]1[CH2:36][CH2:35][C:34]2[CH:37]=[CH:38][C:39]([NH2:41])=[CH:40][C:33]=2[CH2:32][CH2:31]1)=[O:29])([CH3:26])([CH3:25])[CH3:24]. Given the product [C:23]([O:27][C:28]([N:30]1[CH2:36][CH2:35][C:34]2[CH:37]=[CH:38][C:39]([NH:41][C:2]3[N:22]=[C:5]4[C:6]([C:10]5[CH:15]=[C:14]([Cl:16])[CH:13]=[CH:12][C:11]=5[O:17][CH2:18][CH:19]([F:21])[F:20])=[CH:7][CH:8]=[CH:9][N:4]4[N:3]=3)=[CH:40][C:33]=2[CH2:32][CH2:31]1)=[O:29])([CH3:26])([CH3:24])[CH3:25], predict the reactants needed to synthesize it. (8) Given the product [NH2:6][C:4]1[N:5]=[C:27]([C:26]([F:33])([F:32])[F:25])[N:8]=[C:2]([OH:20])[CH:3]=1, predict the reactants needed to synthesize it. The reactants are: Cl.[C:2]([NH2:8])(=N)[CH2:3][C:4]([NH2:6])=[NH:5].N12CCCN=C1CCCCC2.[O:20]1CCCC1.[F:25][C:26]([F:33])([F:32])[C:27](OCC)=O.